Dataset: Catalyst prediction with 721,799 reactions and 888 catalyst types from USPTO. Task: Predict which catalyst facilitates the given reaction. (1) Reactant: [ClH:1].[CH2:2]([O:9][C:10]1[CH:15]=[CH:14][C:13]([C@@H:16]2[CH2:18][C@H:17]2[NH:19]C(=O)OC(C)(C)C)=[CH:12][CH:11]=1)[C:3]1[CH:8]=[CH:7][CH:6]=[CH:5][CH:4]=1. Product: [ClH:1].[CH2:2]([O:9][C:10]1[CH:11]=[CH:12][C:13]([C@@H:16]2[CH2:18][C@H:17]2[NH2:19])=[CH:14][CH:15]=1)[C:3]1[CH:4]=[CH:5][CH:6]=[CH:7][CH:8]=1. The catalyst class is: 12. (2) Reactant: [N:1]1([CH2:6][CH2:7][O:8][C:9]2[CH:14]=[CH:13][C:12]([NH2:15])=[CH:11][CH:10]=2)[CH2:5]CC[CH2:2]1.Cl.ClCCN(C)C. Product: [CH3:2][N:1]([CH3:5])[CH2:6][CH2:7][O:8][C:9]1[CH:14]=[CH:13][C:12]([NH2:15])=[CH:11][CH:10]=1. The catalyst class is: 61. (3) Reactant: [Cl:1][C:2]1[CH:22]=[CH:21][C:5]([CH2:6][NH:7][C:8]([C:10]2[C:11]([OH:20])=[C:12]3[CH:18]=[C:17](I)[S:16][C:13]3=[N:14][CH:15]=2)=[O:9])=[CH:4][CH:3]=1.[C:23]([Cu])#[N:24]. Product: [Cl:1][C:2]1[CH:22]=[CH:21][C:5]([CH2:6][NH:7][C:8]([C:10]2[C:11]([OH:20])=[C:12]3[CH:18]=[C:17]([C:23]#[N:24])[S:16][C:13]3=[N:14][CH:15]=2)=[O:9])=[CH:4][CH:3]=1. The catalyst class is: 17. (4) Reactant: [S:1]1[CH:5]=[CH:4][C:3]([C:6]2[CH:11]=[CH:10][N:9]3[C:12]([C:15]4[CH:22]=[CH:21][C:18]([CH2:19][NH2:20])=[CH:17][CH:16]=4)=[CH:13][N:14]=[C:8]3[CH:7]=2)=[CH:2]1.ClC(Cl)(Cl)C[O:26][C:27](=O)[NH:28][C:29]1[N:30]([C:38]2[CH:43]=[CH:42][C:41]([CH3:44])=[CH:40][CH:39]=2)[N:31]=[C:32]([C:34]([CH3:37])([CH3:36])[CH3:35])[CH:33]=1.C(N(C(C)C)CC)(C)C. Product: [C:34]([C:32]1[CH:33]=[C:29]([NH:28][C:27]([NH:20][CH2:19][C:18]2[CH:21]=[CH:22][C:15]([C:12]3[N:9]4[CH:10]=[CH:11][C:6]([C:3]5[CH:4]=[CH:5][S:1][CH:2]=5)=[CH:7][C:8]4=[N:14][CH:13]=3)=[CH:16][CH:17]=2)=[O:26])[N:30]([C:38]2[CH:43]=[CH:42][C:41]([CH3:44])=[CH:40][CH:39]=2)[N:31]=1)([CH3:37])([CH3:35])[CH3:36]. The catalyst class is: 16. (5) Reactant: C[O:2][C:3](=[O:33])[CH:4]=[CH:5][C:6]1[CH:11]=[CH:10][C:9]([N:12]([CH2:25][C:26]2[CH:31]=[CH:30][CH:29]=[C:28]([OH:32])[CH:27]=2)[S:13]([C:16]2[C:21]([CH3:22])=[CH:20][C:19]([CH3:23])=[CH:18][C:17]=2[CH3:24])(=[O:15])=[O:14])=[CH:8][CH:7]=1.[OH-].[Na+].Cl. Product: [OH:32][C:28]1[CH:27]=[C:26]([CH:31]=[CH:30][CH:29]=1)[CH2:25][N:12]([S:13]([C:16]1[C:21]([CH3:22])=[CH:20][C:19]([CH3:23])=[CH:18][C:17]=1[CH3:24])(=[O:15])=[O:14])[C:9]1[CH:10]=[CH:11][C:6]([CH:5]=[CH:4][C:3]([OH:33])=[O:2])=[CH:7][CH:8]=1. The catalyst class is: 30. (6) Reactant: [NH2:1][CH2:2][CH:3]1[CH2:8][CH2:7][O:6][CH2:5][CH2:4]1.F[C:10]1[CH:15]=[CH:14][C:13]([N:16]([CH3:20])[C:17](=[O:19])[CH3:18])=[CH:12][C:11]=1[N+:21]([O-:23])=[O:22]. Product: [CH3:20][N:16]([C:13]1[CH:14]=[CH:15][C:10]([NH:1][CH2:2][CH:3]2[CH2:8][CH2:7][O:6][CH2:5][CH2:4]2)=[C:11]([N+:21]([O-:23])=[O:22])[CH:12]=1)[C:17](=[O:19])[CH3:18]. The catalyst class is: 14. (7) Reactant: [NH2:1][C@H:2]([C:13]([NH:15][CH2:16][C:17]1[CH:22]=[CH:21][CH:20]=[CH:19][CH:18]=1)=[O:14])[CH2:3][C:4]1[C:12]2[C:7](=[CH:8][CH:9]=[CH:10][CH:11]=2)[NH:6][CH:5]=1.[NH:23]([C:51]([O:53][C:54]([CH3:57])([CH3:56])[CH3:55])=[O:52])[C@H:24]([C:40]([NH:42][C@H:43]([C:48](O)=[O:49])[CH2:44][C:45](=[O:47])[NH2:46])=[O:41])[CH2:25][C:26]1[CH:31]=[CH:30][C:29]([O:32][CH2:33][C:34]2[CH:39]=[CH:38][CH:37]=[CH:36][CH:35]=2)=[CH:28][CH:27]=1.C(Cl)CCl.C1C=CC2N(O)N=NC=2C=1. Product: [NH:23]([C:51]([O:53][C:54]([CH3:57])([CH3:56])[CH3:55])=[O:52])[C@H:24]([C:40]([NH:42][C@H:43]([C:48]([NH:1][C@H:2]([C:13]([NH:15][CH2:16][C:17]1[CH:22]=[CH:21][CH:20]=[CH:19][CH:18]=1)=[O:14])[CH2:3][C:4]1[C:12]2[C:7](=[CH:8][CH:9]=[CH:10][CH:11]=2)[NH:6][CH:5]=1)=[O:49])[CH2:44][C:45](=[O:47])[NH2:46])=[O:41])[CH2:25][C:26]1[CH:31]=[CH:30][C:29]([O:32][CH2:33][C:34]2[CH:39]=[CH:38][CH:37]=[CH:36][CH:35]=2)=[CH:28][CH:27]=1. The catalyst class is: 59. (8) Reactant: [CH3:1][C:2]1[CH:7]=[CH:6][CH:5]=[C:4]([CH3:8])[C:3]=1B(O)O.Cl[C:13]1[N:14]=[C:15]([N:31]2[CH2:36][CH2:35][CH:34]([O:37][CH3:38])[C:33]([CH3:40])([CH3:39])[CH2:32]2)[C:16]2[CH2:22][N:21]([C@H:23]([C:25]3[CH:30]=[CH:29][CH:28]=[CH:27][CH:26]=3)[CH3:24])[CH2:20][CH2:19][C:17]=2[N:18]=1.C([O-])([O-])=O.[Na+].[Na+].CN(C=O)C. Product: [CH3:1][C:2]1[CH:7]=[CH:6][CH:5]=[C:4]([CH3:8])[C:3]=1[C:13]1[N:14]=[C:15]([N:31]2[CH2:36][CH2:35][CH:34]([O:37][CH3:38])[C:33]([CH3:39])([CH3:40])[CH2:32]2)[C:16]2[CH2:22][N:21]([C@H:23]([C:25]3[CH:30]=[CH:29][CH:28]=[CH:27][CH:26]=3)[CH3:24])[CH2:20][CH2:19][C:17]=2[N:18]=1. The catalyst class is: 238. (9) Reactant: Cl.[CH2:2]([O:9][NH2:10])[C:3]1[CH:8]=[CH:7][CH:6]=[CH:5][CH:4]=1.Cl[C:12]1[C:21]2[C:16](=[CH:17][CH:18]=[CH:19][CH:20]=2)[N:15]=[CH:14][C:13]=1[NH:22][C:23](=O)[C:24]1[CH:29]=[CH:28][CH:27]=[CH:26][CH:25]=1.C(O)(C)C. Product: [CH2:2]([O:9][N:10]1[C:12]2[C:21]3[CH:20]=[CH:19][CH:18]=[CH:17][C:16]=3[N:15]=[CH:14][C:13]=2[N:22]=[C:23]1[C:24]1[CH:29]=[CH:28][CH:27]=[CH:26][CH:25]=1)[C:3]1[CH:8]=[CH:7][CH:6]=[CH:5][CH:4]=1. The catalyst class is: 22.